The task is: Regression. Given two drug SMILES strings and cell line genomic features, predict the synergy score measuring deviation from expected non-interaction effect.. This data is from NCI-60 drug combinations with 297,098 pairs across 59 cell lines. (1) Drug 1: C1=CC(=CC=C1CCC2=CNC3=C2C(=O)NC(=N3)N)C(=O)NC(CCC(=O)O)C(=O)O. Drug 2: CN(CC1=CN=C2C(=N1)C(=NC(=N2)N)N)C3=CC=C(C=C3)C(=O)NC(CCC(=O)O)C(=O)O. Cell line: HL-60(TB). Synergy scores: CSS=75.6, Synergy_ZIP=-1.57, Synergy_Bliss=-1.64, Synergy_Loewe=-0.387, Synergy_HSA=1.17. (2) Synergy scores: CSS=55.2, Synergy_ZIP=-0.591, Synergy_Bliss=0.940, Synergy_Loewe=-27.3, Synergy_HSA=2.24. Drug 1: CC1C(C(CC(O1)OC2CC(CC3=C2C(=C4C(=C3O)C(=O)C5=C(C4=O)C(=CC=C5)OC)O)(C(=O)CO)O)N)O.Cl. Drug 2: CCC1(C2=C(COC1=O)C(=O)N3CC4=CC5=C(C=CC(=C5CN(C)C)O)N=C4C3=C2)O.Cl. Cell line: UACC62. (3) Drug 1: C1CN1P(=S)(N2CC2)N3CC3. Drug 2: C1CC(=O)NC(=O)C1N2C(=O)C3=CC=CC=C3C2=O. Cell line: 786-0. Synergy scores: CSS=4.51, Synergy_ZIP=-3.70, Synergy_Bliss=-1.70, Synergy_Loewe=-9.65, Synergy_HSA=-2.56. (4) Drug 1: CC1C(C(CC(O1)OC2CC(CC3=C2C(=C4C(=C3O)C(=O)C5=C(C4=O)C(=CC=C5)OC)O)(C(=O)C)O)N)O.Cl. Drug 2: C1CC(=O)NC(=O)C1N2C(=O)C3=CC=CC=C3C2=O. Cell line: MCF7. Synergy scores: CSS=8.98, Synergy_ZIP=-1.62, Synergy_Bliss=-0.504, Synergy_Loewe=-34.8, Synergy_HSA=-1.42. (5) Drug 1: CC1C(C(=O)NC(C(=O)N2CCCC2C(=O)N(CC(=O)N(C(C(=O)O1)C(C)C)C)C)C(C)C)NC(=O)C3=C4C(=C(C=C3)C)OC5=C(C(=O)C(=C(C5=N4)C(=O)NC6C(OC(=O)C(N(C(=O)CN(C(=O)C7CCCN7C(=O)C(NC6=O)C(C)C)C)C)C(C)C)C)N)C. Drug 2: C1CN(CCN1C(=O)CCBr)C(=O)CCBr. Cell line: A549. Synergy scores: CSS=29.1, Synergy_ZIP=-7.65, Synergy_Bliss=-8.81, Synergy_Loewe=-18.8, Synergy_HSA=-5.59. (6) Drug 1: C1C(C(OC1N2C=C(C(=O)NC2=O)F)CO)O. Drug 2: C1CN1C2=NC(=NC(=N2)N3CC3)N4CC4. Cell line: SK-MEL-5. Synergy scores: CSS=39.6, Synergy_ZIP=-7.43, Synergy_Bliss=-6.39, Synergy_Loewe=-0.767, Synergy_HSA=0.137. (7) Synergy scores: CSS=10.0, Synergy_ZIP=0.466, Synergy_Bliss=3.85, Synergy_Loewe=5.05, Synergy_HSA=5.06. Drug 1: C1CC(=O)NC(=O)C1N2CC3=C(C2=O)C=CC=C3N. Drug 2: CC1C(C(=O)NC(C(=O)N2CCCC2C(=O)N(CC(=O)N(C(C(=O)O1)C(C)C)C)C)C(C)C)NC(=O)C3=C4C(=C(C=C3)C)OC5=C(C(=O)C(=C(C5=N4)C(=O)NC6C(OC(=O)C(N(C(=O)CN(C(=O)C7CCCN7C(=O)C(NC6=O)C(C)C)C)C)C(C)C)C)N)C. Cell line: SF-295.